This data is from Reaction yield outcomes from USPTO patents with 853,638 reactions. The task is: Predict the reaction yield, written as a fraction of the theoretical maximum amount of product (1.0 means a 100% yield; for example, 0.34 means a 34% yield). (1) The reactants are [I:1][C:2]1[C:10]2[C:5](=[CH:6][CH:7]=[C:8]([N+:11]([O-:13])=[O:12])[CH:9]=2)[N:4]([CH2:14][O:15][CH2:16][CH2:17][O:18][CH3:19])[N:3]=1.[C:20]1(B(O)O)[CH:25]=[CH:24][CH:23]=[CH:22][CH:21]=1.P([O-])([O-])([O-])=O.[K+].[K+].[K+].ClCCl.[Cl-].[NH4+]. The catalyst is C1C=CC(P(C2C=CC=CC=2)[C-]2C=CC=C2)=CC=1.C1C=CC(P(C2C=CC=CC=2)[C-]2C=CC=C2)=CC=1.Cl[Pd]Cl.[Fe+2].C(COC)OC. The product is [I:1][C:2]1([C:20]2[CH:25]=[CH:24][CH:23]=[CH:22][CH:21]=2)[C:10]2[C:5](=[CH:6][CH:7]=[C:8]([N+:11]([O-:13])=[O:12])[CH:9]=2)[N:4]([CH2:14][O:15][CH2:16][CH2:17][O:18][CH3:19])[NH:3]1. The yield is 0.810. (2) The reactants are [Cl:1][C:2]1[CH:3]=[C:4]2[C:9](=[C:10]([O:12][CH:13]([F:15])[F:14])[CH:11]=1)S[CH2:7][CH2:6][C@@:5]2([C:17]([OH:19])=[O:18])[OH:16].O.O[O:22][S:23]([O-:25])=O.[K+]. The catalyst is C(Cl)(Cl)Cl. The product is [Cl:1][C:2]1[CH:3]=[C:4]2[C:9](=[C:10]([O:12][CH:13]([F:14])[F:15])[CH:11]=1)[S:23](=[O:25])(=[O:22])[CH2:7][CH2:6][C@@:5]2([C:17]([OH:19])=[O:18])[OH:16]. The yield is 0.980. (3) The reactants are [F:1][C:2]1[CH:7]=[CH:6][C:5](/[CH:8]=[CH:9]/[C:10](O)=[O:11])=[C:4]([O:13][CH3:14])[CH:3]=1.C1(P([N:29]=[N+:30]=[N-:31])(C2C=CC=CC=2)=O)C=CC=CC=1.CCN(CC)CC. The catalyst is C1C=CC=CC=1. The product is [F:1][C:2]1[CH:7]=[CH:6][C:5](/[CH:8]=[CH:9]/[C:10]([N:29]=[N+:30]=[N-:31])=[O:11])=[C:4]([O:13][CH3:14])[CH:3]=1. The yield is 0.730. (4) The reactants are C(N(CC)CC)C.[CH2:8]([OH:11])[C:9]#[CH:10].Cl[C:13]1[N:14]=[C:15]2[C:20](=[CH:21][CH:22]=1)[N:19]([CH3:23])[CH:18]=[C:17]([C:24]([O:26][CH2:27][CH3:28])=[O:25])[C:16]2=[O:29].CN(C=O)C. The catalyst is CCOCC.Cl[Pd](Cl)([P](C1C=CC=CC=1)(C1C=CC=CC=1)C1C=CC=CC=1)[P](C1C=CC=CC=1)(C1C=CC=CC=1)C1C=CC=CC=1. The product is [OH:11][CH2:8][C:9]#[C:10][C:13]1[N:14]=[C:15]2[C:20](=[CH:21][CH:22]=1)[N:19]([CH3:23])[CH:18]=[C:17]([C:24]([O:26][CH2:27][CH3:28])=[O:25])[C:16]2=[O:29]. The yield is 0.550. (5) The reactants are [Br:1][C:2]1[CH:7]=[C:6]([C:8]([CH3:11])([CH3:10])[CH3:9])[CH:5]=[CH:4][C:3]=1[NH2:12].[N+:13]([O-])([O-:15])=[O:14].[K+]. The catalyst is OS(O)(=O)=O. The product is [Br:1][C:2]1[CH:7]=[C:6]([C:8]([CH3:9])([CH3:11])[CH3:10])[C:5]([N+:13]([O-:15])=[O:14])=[CH:4][C:3]=1[NH2:12]. The yield is 0.780. (6) The reactants are [CH:1]1([C:4](=[O:17])[C:5]2[CH:10]=[CH:9][C:8]([C:11]([CH3:16])([CH3:15])[C:12]([OH:14])=[O:13])=[CH:7][CH:6]=2)[CH2:3][CH2:2]1.C[Si]([I:22])(C)C.S(=O)(O)[O-].[Na+]. The catalyst is C(Cl)Cl. The product is [I:22][CH2:3][CH2:2][CH2:1][C:4]([C:5]1[CH:10]=[CH:9][C:8]([C:11]([CH3:16])([CH3:15])[C:12]([OH:14])=[O:13])=[CH:7][CH:6]=1)=[O:17]. The yield is 0.770.